Dataset: CYP2D6 inhibition data for predicting drug metabolism from PubChem BioAssay. Task: Regression/Classification. Given a drug SMILES string, predict its absorption, distribution, metabolism, or excretion properties. Task type varies by dataset: regression for continuous measurements (e.g., permeability, clearance, half-life) or binary classification for categorical outcomes (e.g., BBB penetration, CYP inhibition). Dataset: cyp2d6_veith. (1) The molecule is COc1ccc(C2=C(C#N)C(=O)OC2)cc1. The result is 0 (non-inhibitor). (2) The drug is CCCCn1cnc2c(cnn2-c2ccc(F)cc2)c1=O. The result is 0 (non-inhibitor). (3) The compound is CC/C(=C(\c1ccccc1)c1ccc(OCCN(C)C)cc1)c1ccccc1.O=C(O)CC(O)(CC(=O)O)C(=O)O. The result is 1 (inhibitor).